From a dataset of Full USPTO retrosynthesis dataset with 1.9M reactions from patents (1976-2016). Predict the reactants needed to synthesize the given product. (1) The reactants are: C1(CO)CC1.C[O-].[Na+].[CH3:9][N:10]1[CH:19]=[C:18](B2OC(C)(C)C(C)(C)O2)[C:17]2[CH2:16][CH2:15][CH2:14][CH2:13][C:12]=2[C:11]1=[O:29].[Br:30][C:31]1[CH:36]=[C:35]([S:37]([CH2:40][CH3:41])(=[O:39])=[O:38])[CH:34]=[CH:33][C:32]=1[O:42][CH2:43][CH:44]1[CH2:46][CH2:45]1. Given the product [Br:30][C:31]1[CH:36]=[C:35]([S:37]([CH2:40][CH3:41])(=[O:39])=[O:38])[CH:34]=[CH:33][C:32]=1[O:42][CH2:43][CH:44]1[CH2:46][CH2:45]1.[CH:44]1([CH2:43][O:42][C:32]2[CH:31]=[CH:36][C:35]([S:37]([CH2:40][CH3:41])(=[O:39])=[O:38])=[CH:34][C:33]=2[C:18]2[C:17]3[CH2:16][CH2:15][CH2:14][CH2:13][C:12]=3[C:11](=[O:29])[N:10]([CH3:9])[CH:19]=2)[CH2:45][CH2:46]1, predict the reactants needed to synthesize it. (2) Given the product [CH3:1][N:2]1[C:6]([CH2:7][C:8]([OH:22])=[O:20])=[CH:5][C:4]([C:10]2[CH:15]=[CH:14][C:13]([C:16]([F:19])([F:18])[F:17])=[CH:12][CH:11]=2)=[N:3]1, predict the reactants needed to synthesize it. The reactants are: [CH3:1][N:2]1[C:6]([CH2:7][C:8]#N)=[CH:5][C:4]([C:10]2[CH:15]=[CH:14][C:13]([C:16]([F:19])([F:18])[F:17])=[CH:12][CH:11]=2)=[N:3]1.[OH-:20].[Na+].[OH2:22].Cl. (3) Given the product [CH2:1]([O:3][C:4](=[O:17])[CH2:5][CH2:6][C:7]([C:9]1[CH:10]=[CH:11][C:12]([OH:15])=[CH:13][CH:14]=1)=[O:8])[CH3:2], predict the reactants needed to synthesize it. The reactants are: [CH2:1]([O:3][C:4](=[O:17])[CH2:5][CH2:6][C:7]([C:9]1[CH:14]=[CH:13][C:12]([O:15]C)=[CH:11][CH:10]=1)=[O:8])[CH3:2].